Dataset: Peptide-MHC class I binding affinity with 185,985 pairs from IEDB/IMGT. Task: Regression. Given a peptide amino acid sequence and an MHC pseudo amino acid sequence, predict their binding affinity value. This is MHC class I binding data. (1) The MHC is HLA-B07:02 with pseudo-sequence HLA-B07:02. The binding affinity (normalized) is 0.476. The peptide sequence is WPVMQWLTA. (2) The peptide sequence is ALERLLSLK. The MHC is HLA-A11:01 with pseudo-sequence HLA-A11:01. The binding affinity (normalized) is 0.454.